Dataset: CYP2C9 inhibition data for predicting drug metabolism from PubChem BioAssay. Task: Regression/Classification. Given a drug SMILES string, predict its absorption, distribution, metabolism, or excretion properties. Task type varies by dataset: regression for continuous measurements (e.g., permeability, clearance, half-life) or binary classification for categorical outcomes (e.g., BBB penetration, CYP inhibition). Dataset: cyp2c9_veith. (1) The molecule is Clc1ccc(CSc2nnc(-c3cccnc3)o2)cc1. The result is 1 (inhibitor). (2) The result is 0 (non-inhibitor). The compound is Cc1[nH]c(C)c(CN(C)C)c1CN(C)C. (3) The drug is CCS(=O)(=O)Nc1ccc(C2=NN(C(=O)c3ccco3)C(c3ccc(C)cc3)C2)cc1. The result is 1 (inhibitor). (4) The drug is COCCn1c(=O)cnc2cnc(OC)nc21. The result is 0 (non-inhibitor). (5) The drug is Cn1nnnc1SCC1=C(C(=O)[O-])N2C(=O)[C@@H](NC(=O)[C@@H](O)c3ccccc3)[C@@H]2SC1.[Na+]. The result is 0 (non-inhibitor). (6) The compound is CCC[C@@H]1C[C@@]1(CCC)C(NP(=O)(c1ccccc1)c1ccccc1)c1ccc(Cl)cc1. The result is 1 (inhibitor).